This data is from Forward reaction prediction with 1.9M reactions from USPTO patents (1976-2016). The task is: Predict the product of the given reaction. The product is: [F:20][C:21]1[CH:26]=[CH:25][C:24]([C:2]2[CH:3]=[N:4][C:5]3[N:6]([CH:8]=[C:9]([CH2:11][O:12][C:13]4[CH:18]=[CH:17][N:16]=[C:15]([F:19])[CH:14]=4)[N:10]=3)[CH:7]=2)=[C:23]([O:30][CH3:31])[CH:22]=1. Given the reactants Br[C:2]1[CH:3]=[N:4][C:5]2[N:6]([CH:8]=[C:9]([CH2:11][O:12][C:13]3[CH:18]=[CH:17][N:16]=[C:15]([F:19])[CH:14]=3)[N:10]=2)[CH:7]=1.[F:20][C:21]1[CH:26]=[CH:25][C:24](B(O)O)=[C:23]([O:30][CH3:31])[CH:22]=1, predict the reaction product.